Dataset: Reaction yield outcomes from USPTO patents with 853,638 reactions. Task: Predict the reaction yield, written as a fraction of the theoretical maximum amount of product (1.0 means a 100% yield; for example, 0.34 means a 34% yield). (1) The product is [OH:1][C@@H:2]1[CH2:7][CH2:6][CH2:5][CH2:4][C@H:3]1[NH:8][C:9]1[S:10][C:11]2[CH:17]=[C:16]([CH2:18][C:19]3[N:23]4[CH:24]=[CH:25][C:26]([C:28](=[N:32][OH:33])[CH3:29])=[CH:27][C:22]4=[N:21][CH:20]=3)[CH:15]=[CH:14][C:12]=2[N:13]=1. The reactants are [OH:1][C@@H:2]1[CH2:7][CH2:6][CH2:5][CH2:4][C@H:3]1[NH:8][C:9]1[S:10][C:11]2[CH:17]=[C:16]([CH2:18][C:19]3[N:23]4[CH:24]=[CH:25][C:26]([C:28](=O)[CH3:29])=[CH:27][C:22]4=[N:21][CH:20]=3)[CH:15]=[CH:14][C:12]=2[N:13]=1.Cl.[NH2:32][OH:33].N1C=CC=CC=1. The catalyst is CCO. The yield is 0.610. (2) The reactants are [N:1]1[N:2]=[C:3]([C:10]2[CH:19]=[CH:18][C:17]3[C:12](=[C:13]([O:20][C@H:21]4[CH2:26][CH2:25][N:24]([C:27]([O:29][C:30]([CH3:33])([CH3:32])[CH3:31])=[O:28])[C@H:23]([C:34](O)=[O:35])[CH2:22]4)[CH:14]=[CH:15][CH:16]=3)[N:11]=2)[N:4]2[CH:9]=[CH:8][CH:7]=[CH:6][C:5]=12. The catalyst is C1COCC1. The product is [N:1]1[N:2]=[C:3]([C:10]2[CH:19]=[CH:18][C:17]3[C:12](=[C:13]([O:20][C@H:21]4[CH2:26][CH2:25][N:24]([C:27]([O:29][C:30]([CH3:31])([CH3:32])[CH3:33])=[O:28])[C@H:23]([CH2:34][OH:35])[CH2:22]4)[CH:14]=[CH:15][CH:16]=3)[N:11]=2)[N:4]2[CH:9]=[CH:8][CH:7]=[CH:6][C:5]=12. The yield is 0.570. (3) The reactants are [H-].[Na+].[O:3]=[C:4]1[NH:9][CH2:8][CH2:7][N:6]([C:10]([O:12][C:13]([CH3:16])([CH3:15])[CH3:14])=[O:11])[CH2:5]1.FC(F)(F)S(O[CH2:23][C:24]([F:27])([F:26])[F:25])(=O)=O. The catalyst is CN(C=O)C. The product is [O:3]=[C:4]1[N:9]([CH2:23][C:24]([F:27])([F:26])[F:25])[CH2:8][CH2:7][N:6]([C:10]([O:12][C:13]([CH3:16])([CH3:15])[CH3:14])=[O:11])[CH2:5]1. The yield is 0.323. (4) The reactants are [C:1]([C:5]1[CH:10]=[CH:9][C:8]([C:11]2[CH:12]=[C:13]3[C:17](=[CH:18][CH:19]=2)[N:16]([C:20]2[CH:25]=[CH:24][C:23]([O:26][CH:27]4[CH2:31][CH2:30][CH2:29][CH2:28]4)=[CH:22][CH:21]=2)[C:15]([C:32](Cl)=[O:33])=[CH:14]3)=[CH:7][CH:6]=1)([CH3:4])([CH3:3])[CH3:2].[NH2:35][C:36]1[CH:40]=[C:39]([CH3:41])[O:38][N:37]=1. The catalyst is N1C=CC=CC=1. The product is [CH3:41][C:39]1[O:38][N:37]=[C:36]([NH:35][C:32]([C:15]2[N:16]([C:20]3[CH:25]=[CH:24][C:23]([O:26][CH:27]4[CH2:28][CH2:29][CH2:30][CH2:31]4)=[CH:22][CH:21]=3)[C:17]3[C:13]([CH:14]=2)=[CH:12][C:11]([C:8]2[CH:9]=[CH:10][C:5]([C:1]([CH3:2])([CH3:3])[CH3:4])=[CH:6][CH:7]=2)=[CH:19][CH:18]=3)=[O:33])[CH:40]=1. The yield is 0.550.